Task: Predict which catalyst facilitates the given reaction.. Dataset: Catalyst prediction with 721,799 reactions and 888 catalyst types from USPTO (1) Reactant: [C:1]([O:5][C:6](=[O:18])[NH:7][C@@H:8]1[CH2:13][CH2:12][C@@H:11]([N:14]=[N+]=[N-])[C@H:10]([CH3:17])[CH2:9]1)([CH3:4])([CH3:3])[CH3:2]. Product: [C:1]([O:5][C:6](=[O:18])[NH:7][C@@H:8]1[CH2:13][CH2:12][C@@H:11]([NH2:14])[C@H:10]([CH3:17])[CH2:9]1)([CH3:4])([CH3:2])[CH3:3]. The catalyst class is: 19. (2) Reactant: [CH3:1][O:2][C:3]1[C:9]([C:10]#[C:11][Si](C)(C)C)=[CH:8][CH:7]=[CH:6][C:4]=1[NH2:5].C(=O)([O-])[O-].[K+].[K+]. Product: [C:10]([C:9]1[C:3]([O:2][CH3:1])=[C:4]([CH:6]=[CH:7][CH:8]=1)[NH2:5])#[CH:11]. The catalyst class is: 5.